This data is from CYP2D6 inhibition data for predicting drug metabolism from PubChem BioAssay. The task is: Regression/Classification. Given a drug SMILES string, predict its absorption, distribution, metabolism, or excretion properties. Task type varies by dataset: regression for continuous measurements (e.g., permeability, clearance, half-life) or binary classification for categorical outcomes (e.g., BBB penetration, CYP inhibition). Dataset: cyp2d6_veith. (1) The compound is Cc1ccc(-c2cc(C(=O)N3CCN(c4ccc(F)cc4)CC3)c3ccccc3n2)o1. The result is 0 (non-inhibitor). (2) The compound is COC(=O)[C@@H]1C(O)[C@@H](C(=O)OC)[C@@H](C)N(C)[C@H]1C. The result is 0 (non-inhibitor). (3) The compound is O=C(Nc1ccc(Cl)cc1)OCCn1nnnc1C(c1ccccc1Cl)N1CCOCC1. The result is 1 (inhibitor). (4) The drug is O=c1c(-c2cccc(F)c2)nc2cncnc2n1C1CC1. The result is 0 (non-inhibitor). (5) The compound is CCOC(=O)N/N=C1/C[C@@H](O)[C@@H](O)[C@H]2[C@@H]1CC[C@H]1C(=O)N(c3ccc(F)cc3F)C(=O)[C@H]21. The result is 0 (non-inhibitor). (6) The drug is Cc1cc(Nc2ccccc2)nc(N)n1. The result is 1 (inhibitor).